From a dataset of Forward reaction prediction with 1.9M reactions from USPTO patents (1976-2016). Predict the product of the given reaction. (1) Given the reactants [CH2:1]([O:8][C:9]1[C:28]([Cl:29])=[CH:27][C:12]([C:13]([NH:15][C:16]2[CH:21]=[CH:20][CH:19]=[CH:18][C:17]=2[O:22][CH2:23][CH2:24][CH2:25]Cl)=[O:14])=[CH:11][C:10]=1[Cl:30])[C:2]1[CH:7]=[CH:6][CH:5]=[CH:4][CH:3]=1.[H-].[Na+].[I-].[Na+].C(O)(=O)CC(CC(O)=O)(C(O)=O)O, predict the reaction product. The product is: [CH2:1]([O:8][C:9]1[C:10]([Cl:30])=[CH:11][C:12]([C:13]([N:15]2[C:16]3[CH:21]=[CH:20][CH:19]=[CH:18][C:17]=3[O:22][CH2:23][CH2:24][CH2:25]2)=[O:14])=[CH:27][C:28]=1[Cl:29])[C:2]1[CH:3]=[CH:4][CH:5]=[CH:6][CH:7]=1. (2) Given the reactants [N:1]1([C:7]2[CH:14]=[CH:13][C:12]([C:15]([F:18])([F:17])[F:16])=[CH:11][C:8]=2[CH:9]=O)[CH2:6][CH2:5][O:4][CH2:3][CH2:2]1.[N:19]1([C:25]([O:27][C:28]([CH3:31])([CH3:30])[CH3:29])=[O:26])[CH2:24][CH2:23][NH:22][CH2:21][CH2:20]1.ClCCCl.C(O[BH-](OC(=O)C)OC(=O)C)(=O)C.[Na+], predict the reaction product. The product is: [N:1]1([C:7]2[CH:14]=[CH:13][C:12]([C:15]([F:18])([F:17])[F:16])=[CH:11][C:8]=2[CH2:9][N:22]2[CH2:21][CH2:20][N:19]([C:25]([O:27][C:28]([CH3:31])([CH3:30])[CH3:29])=[O:26])[CH2:24][CH2:23]2)[CH2:6][CH2:5][O:4][CH2:3][CH2:2]1. (3) Given the reactants [NH2:1][C:2]1[CH:16]=[CH:15][C:5]([O:6][C:7]2[CH:12]=[CH:11][N:10]=[C:9]([CH2:13][OH:14])[CH:8]=2)=[CH:4][C:3]=1[F:17].CCN(CC)CC.[Si:25](Cl)([C:28]([CH3:31])([CH3:30])[CH3:29])([CH3:27])[CH3:26], predict the reaction product. The product is: [Si:25]([O:14][CH2:13][C:9]1[CH:8]=[C:7]([O:6][C:5]2[CH:15]=[CH:16][C:2]([NH2:1])=[C:3]([F:17])[CH:4]=2)[CH:12]=[CH:11][N:10]=1)([C:28]([CH3:31])([CH3:30])[CH3:29])([CH3:27])[CH3:26].